From a dataset of Peptide-MHC class II binding affinity with 134,281 pairs from IEDB. Regression. Given a peptide amino acid sequence and an MHC pseudo amino acid sequence, predict their binding affinity value. This is MHC class II binding data. (1) The peptide sequence is ESWGAVWRIDTPDKL. The MHC is HLA-DPA10201-DPB11401 with pseudo-sequence HLA-DPA10201-DPB11401. The binding affinity (normalized) is 0.165. (2) The MHC is DRB1_1104 with pseudo-sequence QEFFIASGAAVDAIMESSFDYFDFDRATYHVVFT. The peptide sequence is DPWFAHGTPMPKIQNVSSSD. The binding affinity (normalized) is 0. (3) The peptide sequence is HQSIGSTLYNKIYLYENMNI. The MHC is DRB1_0701 with pseudo-sequence DRB1_0701. The binding affinity (normalized) is 0.898. (4) The peptide sequence is HDKKSMGDDHFWAVR. The MHC is DRB1_0301 with pseudo-sequence DRB1_0301. The binding affinity (normalized) is 0.160. (5) The peptide sequence is NELGMLEKTKEDLFG. The MHC is HLA-DQA10501-DQB10402 with pseudo-sequence HLA-DQA10501-DQB10402. The binding affinity (normalized) is 0. (6) The MHC is DRB1_0301 with pseudo-sequence DRB1_0301. The binding affinity (normalized) is 0.167. The peptide sequence is ISPSFLVYSFFVHDL.